From a dataset of NCI-60 drug combinations with 297,098 pairs across 59 cell lines. Regression. Given two drug SMILES strings and cell line genomic features, predict the synergy score measuring deviation from expected non-interaction effect. (1) Drug 1: CCCS(=O)(=O)NC1=C(C(=C(C=C1)F)C(=O)C2=CNC3=C2C=C(C=N3)C4=CC=C(C=C4)Cl)F. Drug 2: CC(C)(C#N)C1=CC(=CC(=C1)CN2C=NC=N2)C(C)(C)C#N. Cell line: SK-OV-3. Synergy scores: CSS=-0.700, Synergy_ZIP=5.14, Synergy_Bliss=-0.617, Synergy_Loewe=-2.02, Synergy_HSA=-1.23. (2) Drug 1: C1CN1P(=S)(N2CC2)N3CC3. Drug 2: CCC1(C2=C(COC1=O)C(=O)N3CC4=CC5=C(C=CC(=C5CN(C)C)O)N=C4C3=C2)O.Cl. Cell line: DU-145. Synergy scores: CSS=80.7, Synergy_ZIP=1.33, Synergy_Bliss=1.11, Synergy_Loewe=0.180, Synergy_HSA=4.43. (3) Drug 1: C1=NC2=C(N=C(N=C2N1C3C(C(C(O3)CO)O)O)F)N. Drug 2: CC1=C(C(=O)C2=C(C1=O)N3CC4C(C3(C2COC(=O)N)OC)N4)N. Cell line: A498. Synergy scores: CSS=28.8, Synergy_ZIP=-8.24, Synergy_Bliss=-0.725, Synergy_Loewe=-41.4, Synergy_HSA=-0.854. (4) Drug 1: C1CNP(=O)(OC1)N(CCCl)CCCl. Drug 2: CC(C)(C#N)C1=CC=C(C=C1)N2C3=C4C=C(C=CC4=NC=C3N(C2=O)C)C5=CC6=CC=CC=C6N=C5. Cell line: NCIH23. Synergy scores: CSS=53.5, Synergy_ZIP=7.05, Synergy_Bliss=6.50, Synergy_Loewe=-35.5, Synergy_HSA=5.88. (5) Synergy scores: CSS=30.5, Synergy_ZIP=1.14, Synergy_Bliss=5.06, Synergy_Loewe=-22.4, Synergy_HSA=7.66. Drug 2: CC1=C(C(=CC=C1)Cl)NC(=O)C2=CN=C(S2)NC3=CC(=NC(=N3)C)N4CCN(CC4)CCO. Drug 1: CC1=C(C(CCC1)(C)C)C=CC(=CC=CC(=CC(=O)O)C)C. Cell line: SK-OV-3. (6) Drug 1: C1=CC(=C2C(=C1NCCNCCO)C(=O)C3=C(C=CC(=C3C2=O)O)O)NCCNCCO. Drug 2: CC=C1C(=O)NC(C(=O)OC2CC(=O)NC(C(=O)NC(CSSCCC=C2)C(=O)N1)C(C)C)C(C)C. Cell line: SNB-75. Synergy scores: CSS=80.8, Synergy_ZIP=2.49, Synergy_Bliss=2.18, Synergy_Loewe=1.94, Synergy_HSA=6.95. (7) Drug 1: C1CC(=O)NC(=O)C1N2CC3=C(C2=O)C=CC=C3N. Drug 2: C1CNP(=O)(OC1)N(CCCl)CCCl. Cell line: HOP-92. Synergy scores: CSS=4.51, Synergy_ZIP=0.450, Synergy_Bliss=4.14, Synergy_Loewe=-2.58, Synergy_HSA=-2.03.